Dataset: Catalyst prediction with 721,799 reactions and 888 catalyst types from USPTO. Task: Predict which catalyst facilitates the given reaction. (1) Reactant: [OH:1][CH2:2][CH:3]1[CH2:12][C:11]2[C:10]([NH:13]C(=O)OCC3C=CC=CC=3)=[CH:9][CH:8]=[CH:7][C:6]=2[CH2:5][CH2:4]1. Product: [NH2:13][C:10]1[CH:9]=[CH:8][CH:7]=[C:6]2[C:11]=1[CH2:12][CH:3]([CH2:2][OH:1])[CH2:4][CH2:5]2. The catalyst class is: 178. (2) Reactant: [Cl:1][C:2]1[N:7]=[C:6](Cl)[CH:5]=[CH:4][N:3]=1.[OH:9][C@@H:10]1[CH2:14][CH2:13][N:12]([C:15]([O:17][C:18]([CH3:21])([CH3:20])[CH3:19])=[O:16])[CH2:11]1.C(=O)([O-])[O-].[Cs+].[Cs+]. Product: [Cl:1][C:2]1[N:7]=[C:6]([O:9][C@@H:10]2[CH2:14][CH2:13][N:12]([C:15]([O:17][C:18]([CH3:21])([CH3:20])[CH3:19])=[O:16])[CH2:11]2)[CH:5]=[CH:4][N:3]=1. The catalyst class is: 148. (3) Reactant: [Br:1][C:2]1[C:3]([OH:20])=[C:4]([CH2:8][N:9]([CH2:17][CH2:18]O)[C:10](=[O:16])[O:11][C:12]([CH3:15])([CH3:14])[CH3:13])[CH:5]=[CH:6][CH:7]=1.C1(P(C2C=CC=CC=2)C2C=CC=CC=2)C=CC=CC=1.N(C(OC(C)C)=O)=NC(OC(C)C)=O. Product: [Br:1][C:2]1[C:3]2[O:20][CH2:18][CH2:17][N:9]([C:10]([O:11][C:12]([CH3:13])([CH3:14])[CH3:15])=[O:16])[CH2:8][C:4]=2[CH:5]=[CH:6][CH:7]=1. The catalyst class is: 7.